This data is from Full USPTO retrosynthesis dataset with 1.9M reactions from patents (1976-2016). The task is: Predict the reactants needed to synthesize the given product. (1) Given the product [CH3:21][C:20]([CH3:23])([CH3:22])[C:19](=[O:24])[CH2:18][O:17][C:16]1[CH:25]=[CH:26][C:13]([C:3]([C:6]2[CH:11]=[CH:10][C:9]([C:28]#[N:29])=[CH:8][CH:7]=2)([CH2:4][CH3:5])[CH2:1][CH3:2])=[CH:14][C:15]=1[CH3:27], predict the reactants needed to synthesize it. The reactants are: [CH2:1]([C:3]([C:13]1[CH:26]=[CH:25][C:16]([O:17][CH2:18][C:19](=[O:24])[C:20]([CH3:23])([CH3:22])[CH3:21])=[C:15]([CH3:27])[CH:14]=1)([C:6]1[CH:11]=[CH:10][C:9](I)=[CH:8][CH:7]=1)[CH2:4][CH3:5])[CH3:2].[CH3:28][N:29](C=O)C. (2) Given the product [OH:19][N:6]1[C:7]2[C:12](=[CH:11][CH:10]=[CH:9][CH:8]=2)[CH:4]=[CH:5]1, predict the reactants needed to synthesize it. The reactants are: NCC[C:4]1[C:12]2[C:7](=[CH:8][CH:9]=[CH:10][CH:11]=2)[NH:6][CH:5]=1.C1C([OH:19])=CC2C(CCN)=CNC=2C=1.CNCCC1C2C=C(O)C=CC=2NC=1.COC1C=C2C(NC=C2CCNC)=CC=1. (3) Given the product [Cl:1][C:2]1[C:3]([OH:12])=[CH:4][C:5]([OH:11])=[C:6]([C:9]=1[CH3:10])[CH:7]=[O:8].[Cl:1][C:2]1[C:3]([OH:12])=[C:4]([CH:13]([OH:25])[CH2:14][CH2:15][CH2:16][CH2:17][CH2:18][CH2:19][CH2:20][CH2:21][CH2:22][CH2:23][CH3:24])[C:5]([OH:11])=[C:6]([C:9]=1[CH3:10])[CH:7]=[O:8], predict the reactants needed to synthesize it. The reactants are: [Cl:1][C:2]1[C:3]([OH:12])=[CH:4][C:5]([OH:11])=[C:6]([C:9]=1[CH3:10])[CH:7]=[O:8].[CH:13](=[O:25])[CH2:14][CH2:15][CH2:16][CH2:17][CH2:18][CH2:19][CH2:20][CH2:21][CH2:22][CH2:23][CH3:24].O.O.[Cl-].[Ca+2].[Cl-].CO.[OH-].[K+].Cl. (4) Given the product [O:1]=[C:2]1[CH2:11][CH2:10][C:9]2[C:4](=[CH:5][C:6]([CH:12]=[O:15])=[CH:7][CH:8]=2)[NH:3]1, predict the reactants needed to synthesize it. The reactants are: [O:1]=[C:2]1[CH2:11][CH2:10][C:9]2[C:4](=[CH:5][C:6]([C:12]#N)=[CH:7][CH:8]=2)[NH:3]1.C(O)=[O:15]. (5) Given the product [CH:17]([N:8]1[CH2:7][C:6]2[CH:9]=[CH:10][C:11]([C:13]([O:15][CH3:16])=[O:14])=[CH:12][C:5]=2[O:4][CH2:3][C@H:2]1[CH3:1])=[O:18], predict the reactants needed to synthesize it. The reactants are: [CH3:1][C@H:2]1[NH:8][CH2:7][C:6]2[CH:9]=[CH:10][C:11]([C:13]([O:15][CH3:16])=[O:14])=[CH:12][C:5]=2[O:4][CH2:3]1.[CH:17](OCC)=[O:18]. (6) Given the product [CH2:1]([O:8][CH:9]1[CH2:14][CH2:13][C:12]([N:17]([CH3:19])[CH3:18])([C:15]2[CH:24]=[CH:25][CH:20]=[CH:21][CH:22]=2)[CH2:11][CH2:10]1)[C:2]1[CH:7]=[CH:6][CH:5]=[CH:4][CH:3]=1, predict the reactants needed to synthesize it. The reactants are: [CH2:1]([O:8][CH:9]1[CH2:14][CH2:13][C:12]([N:17]([CH3:19])[CH3:18])([C:15]#N)[CH2:11][CH2:10]1)[C:2]1[CH:7]=[CH:6][CH:5]=[CH:4][CH:3]=1.[C:20]1([Mg]Cl)[CH:25]=[CH:24]C=[CH:22][CH:21]=1.[Cl-].[NH4+]. (7) Given the product [CH2:9]([O:27][P:28]([CH2:2][N:1]([CH3:7])[CH2:3][C:4]([OH:6])=[O:5])([O:30][CH2:31][CH2:32][CH2:33][CH2:34][CH2:35][CH2:36][CH2:37][CH2:38][CH2:39][CH2:40][CH2:41][CH2:42][CH2:43][CH2:44][CH2:45][CH2:46][CH2:47][CH3:48])=[O:29])[CH2:10][CH2:11][CH2:12][CH2:13][CH2:14][CH2:15][CH2:16][CH2:17][CH2:18][CH2:19][CH2:20][CH2:21][CH2:22][CH2:23][CH2:24][CH2:25][CH3:26], predict the reactants needed to synthesize it. The reactants are: [NH:1]([CH2:3][C:4]([OH:6])=[O:5])[CH3:2].[CH2:7]=O.[CH2:9]([O:27][P:28](N(C)CC(O)=O)([O:30][CH2:31][CH2:32][CH2:33][CH2:34][CH2:35][CH2:36][CH2:37][CH2:38][CH2:39][CH2:40][CH2:41][CH2:42][CH2:43][CH2:44][CH2:45][CH2:46][CH2:47][CH3:48])=[O:29])[CH2:10][CH2:11][CH2:12][CH2:13][CH2:14][CH2:15][CH2:16][CH2:17][CH2:18][CH2:19][CH2:20][CH2:21][CH2:22][CH2:23][CH2:24][CH2:25][CH3:26].O. (8) Given the product [C:26]([O:25][C:23]([N:21]1[CH:22]=[C:18]([C:9]2[N:10]([C:11]([O:13][C:14]([CH3:17])([CH3:16])[CH3:15])=[O:12])[C:4]3[CH:3]=[C:2]([NH:30][C:31]4[CH:38]=[CH:37][C:34]([C:35]#[N:36])=[CH:33][CH:32]=4)[N:7]=[CH:6][C:5]=3[CH:8]=2)[CH:19]=[N:20]1)=[O:24])([CH3:28])([CH3:27])[CH3:29], predict the reactants needed to synthesize it. The reactants are: Br[C:2]1[N:7]=[CH:6][C:5]2[CH:8]=[C:9]([C:18]3[CH:19]=[N:20][N:21]([C:23]([O:25][C:26]([CH3:29])([CH3:28])[CH3:27])=[O:24])[CH:22]=3)[N:10]([C:11]([O:13][C:14]([CH3:17])([CH3:16])[CH3:15])=[O:12])[C:4]=2[CH:3]=1.[NH2:30][C:31]1[CH:38]=[CH:37][C:34]([C:35]#[N:36])=[CH:33][CH:32]=1. (9) Given the product [NH2:32][C:31]1[CH:33]=[CH:34][C:28]([C:2]2[C:10]3[C:5](=[N:6][C:7]([NH:11][CH2:12][CH2:13][N:14]([CH2:17][CH3:18])[CH2:15][CH3:16])=[N:8][CH:9]=3)[N:4]([CH3:19])[N:3]=2)=[CH:29][CH:30]=1, predict the reactants needed to synthesize it. The reactants are: Cl[C:2]1[C:10]2[C:5](=[N:6][C:7]([NH:11][CH2:12][CH2:13][N:14]([CH2:17][CH3:18])[CH2:15][CH3:16])=[N:8][CH:9]=2)[N:4]([CH3:19])[N:3]=1.CC1(C)C(C)(C)OB([C:28]2[CH:34]=[CH:33][C:31]([NH2:32])=[CH:30][CH:29]=2)O1. (10) Given the product [CH2:20]([C:19]([C:16]1[CH:17]=[CH:18][C:13]([C:11]2[CH:12]=[C:7]([CH2:6][C:5]([OH:40])=[O:4])[CH:8]=[N:9][CH:10]=2)=[C:14]([CH3:39])[CH:15]=1)([C:22]1[CH:27]=[CH:26][C:25](/[CH:28]=[CH:29]/[C:30]([CH2:31][CH3:32])([OH:33])[CH2:34][CH3:35])=[C:24]([CH3:36])[CH:23]=1)[CH2:37][CH3:38])[CH3:21], predict the reactants needed to synthesize it. The reactants are: [OH-].[Na+].C[O:4][C:5](=[O:40])[CH2:6][C:7]1[CH:8]=[N:9][CH:10]=[C:11]([C:13]2[CH:18]=[CH:17][C:16]([C:19]([CH2:37][CH3:38])([C:22]3[CH:27]=[CH:26][C:25](/[CH:28]=[CH:29]/[C:30]([CH2:34][CH3:35])([OH:33])[CH2:31][CH3:32])=[C:24]([CH3:36])[CH:23]=3)[CH2:20][CH3:21])=[CH:15][C:14]=2[CH3:39])[CH:12]=1.[Cl-].[NH4+].